This data is from Full USPTO retrosynthesis dataset with 1.9M reactions from patents (1976-2016). The task is: Predict the reactants needed to synthesize the given product. (1) Given the product [ClH:1].[N:2]1[CH:7]=[CH:6][CH:5]=[C:4]([CH:8]2[CH2:12][CH2:11][N:10]([C:13]([N:15]3[C:20]4[CH:21]=[CH:22][CH:23]=[CH:24][C:19]=4[O:18][CH2:17][CH2:16]3)=[O:14])[CH2:9]2)[CH:3]=1, predict the reactants needed to synthesize it. The reactants are: [ClH:1].[N:2]1[CH:7]=[CH:6][CH:5]=[C:4]([CH:8]2[CH2:12][CH2:11][N:10]([C:13]([N:15]3[C:20]4[CH:21]=[CH:22][CH:23]=[CH:24][C:19]=4[O:18][CH2:17][CH2:16]3)=[O:14])[CH2:9]2)[CH:3]=1. (2) Given the product [CH2:1]([N:8]1[CH2:12][CH2:11][C@@H:10]([N:13]([CH3:14])[C:23](=[O:24])[O:25][C:26]([CH3:27])([CH3:28])[CH3:29])[CH2:9]1)[C:2]1[CH:3]=[CH:4][CH:5]=[CH:6][CH:7]=1, predict the reactants needed to synthesize it. The reactants are: [CH2:1]([N:8]1[CH2:12][CH2:11][C@@H:10]([NH:13][CH3:14])[CH2:9]1)[C:2]1[CH:7]=[CH:6][CH:5]=[CH:4][CH:3]=1.[C:26]([O:25][C:23](O[C:23]([O:25][C:26]([CH3:29])([CH3:28])[CH3:27])=[O:24])=[O:24])([CH3:29])([CH3:28])[CH3:27].[OH-].[Na+]. (3) Given the product [CH:30]1([C@@H:10]2[CH2:9][NH:8][CH2:13][C:12](=[O:14])[N:11]2[C:15]2[CH:19]=[C:18]([C:20]3[CH:21]=[CH:22][CH:23]=[CH:24][CH:25]=3)[S:17][C:16]=2[C:26]([OH:28])=[O:27])[CH2:31][CH2:32][CH2:33][CH2:34][CH2:35]1.[C:1]([O:5][C:6]([N:8]1[CH2:13][C:12](=[O:14])[N:11]([C:15]2[CH:19]=[C:18]([C:20]3[CH:21]=[CH:22][CH:23]=[CH:24][CH:25]=3)[S:17][C:16]=2[C:26]([OH:28])=[O:27])[C@H:10]([CH:30]2[CH2:35][CH2:34][CH2:33][CH2:32][CH2:31]2)[CH2:9]1)=[O:7])([CH3:4])([CH3:2])[CH3:3], predict the reactants needed to synthesize it. The reactants are: [C:1]([O:5][C:6]([N:8]1[CH2:13][C:12](=[O:14])[N:11]([C:15]2[CH:19]=[C:18]([C:20]3[CH:25]=[CH:24][CH:23]=[CH:22][CH:21]=3)[S:17][C:16]=2[C:26]([O:28]C)=[O:27])[C@H:10]([CH:30]2[CH2:35][CH2:34][CH2:33][CH2:32][CH2:31]2)[CH2:9]1)=[O:7])([CH3:4])([CH3:3])[CH3:2].O.[OH-].[Li+].